From a dataset of Full USPTO retrosynthesis dataset with 1.9M reactions from patents (1976-2016). Predict the reactants needed to synthesize the given product. (1) Given the product [ClH:34].[CH3:32][O:31][C:28]1[CH:29]=[CH:30][C:25]([C:22]2[CH:21]=[CH:20][C:19]([NH:18][CH2:17][C:15]3[CH:16]=[C:12]([C:10]([OH:11])=[O:9])[O:13][C:14]=3[CH3:33])=[CH:24][CH:23]=2)=[N:26][CH:27]=1, predict the reactants needed to synthesize it. The reactants are: FC(F)(F)C(O)=O.C[O:9][C:10]([C:12]1[O:13][C:14]([CH3:33])=[C:15]([CH2:17][NH:18][C:19]2[CH:24]=[CH:23][C:22]([C:25]3[CH:30]=[CH:29][C:28]([O:31][CH3:32])=[CH:27][N:26]=3)=[CH:21][CH:20]=2)[CH:16]=1)=[O:11].[ClH:34]. (2) Given the product [C:4]([O:3][C:1](=[O:2])[NH:8][C@H:9]([C:13](=[O:15])[NH:17][CH2:18][CH2:19][C:20]1[CH:25]=[CH:24][C:23]([OH:26])=[C:22]([O:27][CH3:28])[CH:21]=1)[CH:10]([CH3:11])[CH3:12])([CH3:5])([CH3:6])[CH3:7], predict the reactants needed to synthesize it. The reactants are: [C:1]([NH:8][C@H:9]([C:13]([OH:15])=O)[CH:10]([CH3:12])[CH3:11])([O:3][C:4]([CH3:7])([CH3:6])[CH3:5])=[O:2].Cl.[NH2:17][CH2:18][CH2:19][C:20]1[CH:25]=[CH:24][C:23]([OH:26])=[C:22]([O:27][CH3:28])[CH:21]=1.C(N(CC)C(C)C)C.F[P-](F)(F)(F)(F)F.N1(O[P+](N(C)C)(N(C)C)N(C)C)C2C=CC=CC=2N=N1. (3) Given the product [F:17][C:9]1[CH:8]=[C:7]([C:19]2[N:20]([C:24]([O:26][C:27]([CH3:30])([CH3:29])[CH3:28])=[O:25])[CH2:21][CH2:22][CH:23]=2)[C:16]2[O:15][CH2:14][CH2:13][O:12][C:11]=2[CH:10]=1, predict the reactants needed to synthesize it. The reactants are: C([Mg]Cl)(C)C.Br[C:7]1[C:16]2[O:15][CH2:14][CH2:13][O:12][C:11]=2[CH:10]=[C:9]([F:17])[CH:8]=1.O=[C:19]1[CH2:23][CH2:22][CH2:21][N:20]1[C:24]([O:26][C:27]([CH3:30])([CH3:29])[CH3:28])=[O:25]. (4) Given the product [Cl:1][C:2]1[C:3]([C:10]([O:12][CH3:13])=[O:11])=[N:4][C:5]([Cl:9])=[CH:6][C:7]=1[N:15]([CH3:14])[CH:16]1[CH2:21][CH2:20][O:19][CH2:18][CH2:17]1, predict the reactants needed to synthesize it. The reactants are: [Cl:1][C:2]1[C:3]([C:10]([O:12][CH3:13])=[O:11])=[N:4][C:5]([Cl:9])=[CH:6][C:7]=1Cl.[CH3:14][NH:15][CH:16]1[CH2:21][CH2:20][O:19][CH2:18][CH2:17]1. (5) Given the product [CH2:1]([O:8][C:9]1[CH:18]=[CH:17][CH:16]=[C:15]2[C:10]=1[CH2:11][CH2:12][CH2:13][CH:14]2[C:19]([N:21]([CH2:32][C:33]1[N:34]=[C:35]([CH2:38][CH3:39])[S:36][CH:37]=1)[C:22]1[CH:23]=[N:24][C:25]([CH:28]([CH3:30])[CH3:29])=[CH:26][CH:27]=1)=[O:20])[C:2]1[CH:7]=[CH:6][CH:5]=[CH:4][CH:3]=1, predict the reactants needed to synthesize it. The reactants are: [CH2:1]([O:8][C:9]1[CH:18]=[CH:17][CH:16]=[C:15]2[C:10]=1[CH2:11][CH2:12][CH2:13][CH:14]2[C:19]([NH:21][C:22]1[CH:23]=[N:24][C:25]([CH:28]([CH3:30])[CH3:29])=[CH:26][CH:27]=1)=[O:20])[C:2]1[CH:7]=[CH:6][CH:5]=[CH:4][CH:3]=1.Cl[CH2:32][C:33]1[N:34]=[C:35]([CH2:38][CH3:39])[S:36][CH:37]=1. (6) Given the product [NH2:56][C:26](=[N:25][O:11][C:8](=[O:12])[CH2:9][CH3:10])[C:27]1[CH:55]=[CH:54][C:30]([O:31][CH2:32][CH2:33][CH2:34][CH:35]2[CH2:40][CH2:39][N:38]([CH2:41][CH2:42][CH2:43][O:44][C:45]3[CH:46]=[CH:47][C:48]([C:49]([NH2:51])=[O:50])=[CH:52][CH:53]=3)[CH2:37][CH2:36]2)=[CH:29][CH:28]=1, predict the reactants needed to synthesize it. The reactants are: CN1CCCC1=O.[C:8]([OH:12])(=[O:11])[CH2:9][CH3:10].C(N1C=CN=C1)(N1C=CN=C1)=O.[NH2:25][C:26](=[N:56]O)[C:27]1[CH:55]=[CH:54][C:30]([O:31][CH2:32][CH2:33][CH2:34][CH:35]2[CH2:40][CH2:39][N:38]([CH2:41][CH2:42][CH2:43][O:44][C:45]3[CH:53]=[CH:52][C:48]([C:49]([NH2:51])=[O:50])=[CH:47][CH:46]=3)[CH2:37][CH2:36]2)=[CH:29][CH:28]=1. (7) Given the product [CH:31]([N:28]1[CH2:29][CH2:30][CH:25]([NH:24][C:23]([C:13]2[N:12]([CH2:11][C:9](=[O:10])[NH:8][C:5]3[CH:4]=[CH:3][C:2]([Cl:1])=[CH:7][N:6]=3)[C:16]3[C:15](=[C:19]([C:20]([N:37]4[CH2:36][CH2:35][CH2:41][O:40][CH2:39][CH2:38]4)=[O:22])[S:18][CH:17]=3)[N:14]=2)=[O:34])[CH2:26][CH2:27]1)([CH3:32])[CH3:33], predict the reactants needed to synthesize it. The reactants are: [Cl:1][C:2]1[CH:3]=[CH:4][C:5]([NH:8][C:9]([CH2:11][N:12]2[C:16]3=[CH:17][S:18][C:19]([C:20]([OH:22])=O)=[C:15]3[N:14]=[C:13]2[C:23](=[O:34])[NH:24][CH:25]2[CH2:30][CH2:29][N:28]([CH:31]([CH3:33])[CH3:32])[CH2:27][CH2:26]2)=[O:10])=[N:6][CH:7]=1.[CH2:35]1[CH2:41][O:40][CH2:39][CH2:38][NH:37][CH2:36]1.Cl. (8) Given the product [CH2:19]([N:21]([CH2:25][CH3:26])[C:22](=[O:23])[O:18][C:5]1[CH:4]=[CH:3][C:2]([CH3:1])=[C:7]([CH3:8])[C:6]=1[C:9]1[C:10]([OH:17])=[CH:11][CH:12]=[C:13]([CH3:16])[C:14]=1[CH3:15])[CH3:20], predict the reactants needed to synthesize it. The reactants are: [CH3:1][C:2]1[C:7]([CH3:8])=[C:6]([C:9]2[C:10]([OH:17])=[CH:11][CH:12]=[C:13]([CH3:16])[C:14]=2[CH3:15])[C:5]([OH:18])=[CH:4][CH:3]=1.[CH2:19]([N:21]([CH2:25][CH3:26])[C:22](Cl)=[O:23])[CH3:20].Cl.